Dataset: Full USPTO retrosynthesis dataset with 1.9M reactions from patents (1976-2016). Task: Predict the reactants needed to synthesize the given product. (1) The reactants are: Cl.[NH2:2][C@@H:3]([CH2:8][CH3:9])[C:4]([O:6][CH3:7])=[O:5].[CH3:10][O:11][C:12]1[CH:17]=[CH:16][C:15]([S:18](Cl)(=[O:20])=[O:19])=[CH:14][CH:13]=1.C(Cl)(Cl)Cl. Given the product [CH3:10][O:11][C:12]1[CH:13]=[CH:14][C:15]([S:18]([NH:2][C@@H:3]([CH2:8][CH3:9])[C:4]([O:6][CH3:7])=[O:5])(=[O:20])=[O:19])=[CH:16][CH:17]=1, predict the reactants needed to synthesize it. (2) Given the product [C:15]([CH2:14][C:11]1([N:17]2[CH:21]=[C:20]([C:22](=[O:23])[NH:34][CH3:33])[C:19]([NH:25][C:26]3[CH:27]=[CH:28][CH:29]=[CH:30][CH:31]=3)=[N:18]2)[CH2:12][CH2:13][N:8]([C:6]([O:5][C:1]([CH3:3])([CH3:2])[CH3:4])=[O:7])[CH2:9][CH2:10]1)#[N:16], predict the reactants needed to synthesize it. The reactants are: [C:1]([O:5][C:6]([N:8]1[CH2:13][CH2:12][C:11]([N:17]2[CH:21]=[C:20]([C:22](O)=[O:23])[C:19]([NH:25][C:26]3[CH:31]=[CH:30][CH:29]=[CH:28][CH:27]=3)=[N:18]2)([CH2:14][C:15]#[N:16])[CH2:10][CH2:9]1)=[O:7])([CH3:4])([CH3:3])[CH3:2].C[CH2:33][N:34](C(C)C)C(C)C.CN.C1C=CC2N(O)N=NC=2C=1.C(Cl)CCl. (3) The reactants are: [F:1][C:2]1[C:11]([F:12])=[C:10](C(OC)=O)[C:9]([F:17])=[C:8]([F:18])[C:3]=1[C:4]([O:6][CH3:7])=[O:5].[H][H]. Given the product [F:1][C:2]1[C:11]([F:12])=[CH:10][C:9]([F:17])=[C:8]([F:18])[C:3]=1[C:4]([O:6][CH3:7])=[O:5], predict the reactants needed to synthesize it. (4) The reactants are: [NH2:1][C:2]1[C:3]2[C:10](I)=[CH:9][N:8]([C@@H:12]3[O:18][C@H:17]([CH2:19][OH:20])[C@@H:15]([OH:16])[C@@:13]3([CH3:21])[OH:14])[C:4]=2[N:5]=[CH:6][N:7]=1.[C:22]1(B(O)O)[CH:27]=[CH:26][CH:25]=[CH:24][CH:23]=1.C([O-])([O-])=O.[Na+].[Na+].C1C=C(S([O-])(=O)=O)C=C(P(C2C=CC=C(S([O-])(=O)=O)C=2)C2C=CC=C(S([O-])(=O)=O)C=2)C=1.[Na+].[Na+].[Na+]. Given the product [NH2:1][C:2]1[C:3]2[C:10]([C:22]3[CH:27]=[CH:26][CH:25]=[CH:24][CH:23]=3)=[CH:9][N:8]([C@@H:12]3[O:18][C@H:17]([CH2:19][OH:20])[C@@H:15]([OH:16])[C@@:13]3([CH3:21])[OH:14])[C:4]=2[N:5]=[CH:6][N:7]=1, predict the reactants needed to synthesize it. (5) Given the product [Br:17][C:18]1[CH:19]=[CH:20][C:21]([O:28][CH3:29])=[C:22]([S:24]([NH:14][CH:3]([CH2:4][C:5]2[C:13]3[C:8](=[CH:9][CH:10]=[CH:11][CH:12]=3)[NH:7][CH:6]=2)[C:2]([F:1])([F:15])[F:16])(=[O:25])=[O:26])[CH:23]=1, predict the reactants needed to synthesize it. The reactants are: [F:1][C:2]([F:16])([F:15])[CH:3]([NH2:14])[CH2:4][C:5]1[C:13]2[C:8](=[CH:9][CH:10]=[CH:11][CH:12]=2)[NH:7][CH:6]=1.[Br:17][C:18]1[CH:19]=[CH:20][C:21]([O:28][CH3:29])=[C:22]([S:24](Cl)(=[O:26])=[O:25])[CH:23]=1. (6) Given the product [N:1]1([CH:6]([CH2:17][CH2:18][CH3:19])[C:7]([C:9]2[CH:10]=[CH:11][C:12]([OH:15])=[CH:13][CH:14]=2)=[O:8])[CH2:2][CH2:3][CH2:4][CH2:5]1, predict the reactants needed to synthesize it. The reactants are: [N:1]1([CH:6]([CH2:17][CH2:18][CH3:19])[C:7]([C:9]2[CH:14]=[CH:13][C:12]([O:15]C)=[CH:11][CH:10]=2)=[O:8])[CH2:5][CH2:4][CH2:3][CH2:2]1.B(Br)(Br)Br.Cl. (7) Given the product [CH:18]12[CH2:24][CH:21]([CH2:22][CH2:23]1)[CH2:20][CH:19]2[N:1]1[CH2:6][CH2:5][C:4]2([C:14]3[C:9](=[CH:10][CH:11]=[CH:12][CH:13]=3)[C:8]([C:15]([OH:17])=[O:16])=[CH:7]2)[CH2:3][CH2:2]1, predict the reactants needed to synthesize it. The reactants are: [NH:1]1[CH2:6][CH2:5][C:4]2([C:14]3[C:9](=[CH:10][CH:11]=[CH:12][CH:13]=3)[C:8]([C:15]([O-:17])=[O:16])=[CH:7]2)[CH2:3][CH2:2]1.[C@H:18]12[CH2:24][C@H:21]([CH2:22][CH2:23]1)[CH2:20][C:19]2=O.C(O[BH-](OC(=O)C)OC(=O)C)(=O)C.[Na+]. (8) The reactants are: [N-:1]=[N+:2]=[N-:3].[Na+].[C:5]([C:9]1[N:14]=[C:13]([N:15]2[CH2:20][CH2:19][N:18]([CH2:21][CH2:22][CH2:23]Cl)[CH2:17][CH2:16]2)[CH:12]=[C:11]([C:25]([F:28])([F:27])[F:26])[N:10]=1)([CH3:8])([CH3:7])[CH3:6]. Given the product [N:1]([CH2:23][CH2:22][CH2:21][N:18]1[CH2:17][CH2:16][N:15]([C:13]2[CH:12]=[C:11]([C:25]([F:27])([F:28])[F:26])[N:10]=[C:9]([C:5]([CH3:6])([CH3:8])[CH3:7])[N:14]=2)[CH2:20][CH2:19]1)=[N+:2]=[N-:3], predict the reactants needed to synthesize it. (9) Given the product [Cl:10][C:11]1[CH:12]=[CH:13][C:14]([NH:19][C:18]([C:20]2[C:29]3[C:24](=[CH:25][CH:26]=[CH:27][CH:28]=3)[CH:23]=[CH:22][CH:21]=2)=[O:17])=[C:15]([C:16]([NH:36][CH2:35][CH:32]2[CH2:34][CH2:33]2)=[O:30])[CH:31]=1, predict the reactants needed to synthesize it. The reactants are: C(N(C(C)C)CC)(C)C.[Cl:10][C:11]1[CH:12]=[CH:13][C:14]2[N:19]=[C:18]([C:20]3[C:29]4[C:24](=[CH:25][CH:26]=[CH:27][CH:28]=4)[CH:23]=[CH:22][CH:21]=3)[O:17][C:16](=[O:30])[C:15]=2[CH:31]=1.[CH:32]1([CH2:35][NH2:36])[CH2:34][CH2:33]1. (10) Given the product [NH2:31][C:26]1[N:25]=[C:24]([C:11]2[N:10]=[C:9]([NH:8][CH:5]3[CH2:6][CH2:7][C:2]([F:1])([F:33])[CH2:3][CH2:4]3)[N:14]=[C:13]([NH:15][C:16]3[CH:17]=[C:18]([F:23])[CH:19]=[C:20]([F:22])[CH:21]=3)[N:12]=2)[C:29]([F:30])=[CH:28][CH:27]=1, predict the reactants needed to synthesize it. The reactants are: [F:1][C:2]1([F:33])[CH2:7][CH2:6][CH:5]([NH:8][C:9]2[N:14]=[C:13]([NH:15][C:16]3[CH:21]=[C:20]([F:22])[CH:19]=[C:18]([F:23])[CH:17]=3)[N:12]=[C:11]([C:24]3[C:29]([F:30])=[CH:28][CH:27]=[C:26]([NH:31]N)[N:25]=3)[N:10]=2)[CH2:4][CH2:3]1.